Dataset: Full USPTO retrosynthesis dataset with 1.9M reactions from patents (1976-2016). Task: Predict the reactants needed to synthesize the given product. (1) Given the product [C:1]([NH:8][C@H:9]1[CH2:14][CH2:13][CH2:12][C@H:11]([C:15]([O:17][CH3:18])=[O:16])[CH2:10]1)(=[O:3])[CH3:2], predict the reactants needed to synthesize it. The reactants are: [C:1](OC(=O)C)(=[O:3])[CH3:2].[NH2:8][C@H:9]1[CH2:14][CH2:13][CH2:12][C@H:11]([C:15]([O:17][CH3:18])=[O:16])[CH2:10]1. (2) Given the product [Br:1][C:2]1[CH:3]=[C:4]([CH:7]=[C:8]([O:11][CH2:12][CH3:13])[C:9]=1[O:10][CH2:19][C:18]1[CH:21]=[CH:22][CH:23]=[CH:24][C:17]=1[N+:14]([O-:16])=[O:15])[CH:5]=[O:6], predict the reactants needed to synthesize it. The reactants are: [Br:1][C:2]1[CH:3]=[C:4]([CH:7]=[C:8]([O:11][CH2:12][CH3:13])[C:9]=1[OH:10])[CH:5]=[O:6].[N+:14]([C:17]1[CH:24]=[CH:23][CH:22]=[CH:21][C:18]=1[CH2:19]Br)([O-:16])=[O:15].